From a dataset of Reaction yield outcomes from USPTO patents with 853,638 reactions. Predict the reaction yield, written as a fraction of the theoretical maximum amount of product (1.0 means a 100% yield; for example, 0.34 means a 34% yield). (1) The reactants are [N+:1]([C:4]1[CH:12]=[CH:11][C:7]([C:8]([OH:10])=O)=[CH:6][C:5]=1[F:13])([O-:3])=[O:2].O=S(Cl)Cl.[NH2:18][C:19]1[S:20][CH:21]=[CH:22][N:23]=1.CCN(C(C)C)C(C)C. The catalyst is C1(C)C=CC=CC=1.O1CCCC1.ClCCCl. The product is [N+:1]([C:4]1[CH:12]=[CH:11][C:7]([C:8]([NH:18][C:19]2[S:20][CH:21]=[CH:22][N:23]=2)=[O:10])=[CH:6][C:5]=1[F:13])([O-:3])=[O:2]. The yield is 0.350. (2) The reactants are [NH2:1][C:2]1[S:3][CH:4]=[CH:5][C:6]=1[C:7]([O:9]CC)=O.Cl.Cl[C:14]([NH2:16])=[NH:15].CS(C)(=O)=O.[OH-].[NH4+]. The catalyst is O. The product is [NH2:15][C:14]1[NH:16][C:7](=[O:9])[C:6]2[CH:5]=[CH:4][S:3][C:2]=2[N:1]=1. The yield is 0.710. (3) The reactants are [C:1]([C:3]1[C:4]([NH2:25])=[N:5][C:6]([NH2:24])=[N:7][C:8]=1[O:9][CH2:10][CH2:11][O:12][CH2:13][P:14]([O:20][CH:21]([CH3:23])[CH3:22])([O:16][CH:17]([CH3:19])[CH3:18])=[O:15])#N.S(=O)(=O)(O)[OH:27]. The yield is 0.420. The catalyst is O.[Pd]. The product is [CH:1]([C:3]1[C:4]([NH2:25])=[N:5][C:6]([NH2:24])=[N:7][C:8]=1[O:9][CH2:10][CH2:11][O:12][CH2:13][P:14]([O:20][CH:21]([CH3:23])[CH3:22])([O:16][CH:17]([CH3:19])[CH3:18])=[O:15])=[O:27]. (4) The reactants are [CH2:1]([N:3]1[C:11]2[CH:10]=[C:9]3[NH:12][C:13]([C:15]4[C:23]5[C:18](=[CH:19][CH:20]=[C:21]([N+:24]([O-])=O)[CH:22]=5)[NH:17][N:16]=4)=[N:14][C:8]3=[CH:7][C:6]=2[C:5]([CH3:28])([CH3:27])[C:4]1=[O:29])[CH3:2].C1COCC1. The catalyst is CO.[Ni]. The product is [NH2:24][C:21]1[CH:22]=[C:23]2[C:18](=[CH:19][CH:20]=1)[NH:17][N:16]=[C:15]2[C:13]1[NH:12][C:9]2[C:8]([N:14]=1)=[CH:7][C:6]1[C:5]([CH3:28])([CH3:27])[C:4](=[O:29])[N:3]([CH2:1][CH3:2])[C:11]=1[CH:10]=2. The yield is 0.940. (5) The reactants are C([O:4][C@@H:5]([C:7]1[N:12]=[C:11]([N:13]2[CH2:18][CH2:17][N:16]([C:19]3[CH:28]=[N:27][C:26]4[C:21](=[CH:22][CH:23]=[CH:24][CH:25]=4)[N:20]=3)[CH2:15][CH2:14]2)[CH:10]=[CH:9][N:8]=1)[CH3:6])(=O)C.O.[OH-].[Li+]. The catalyst is O1CCCC1.O.CO. The product is [N:20]1[C:21]2[C:26](=[CH:25][CH:24]=[CH:23][CH:22]=2)[N:27]=[CH:28][C:19]=1[N:16]1[CH2:15][CH2:14][N:13]([C:11]2[CH:10]=[CH:9][N:8]=[C:7]([C@H:5]([OH:4])[CH3:6])[N:12]=2)[CH2:18][CH2:17]1. The yield is 0.900. (6) The reactants are [C:1]1([CH3:11])[CH:6]=[CH:5][C:4]([S:7]([NH2:10])(=[O:9])=[O:8])=[CH:3][CH:2]=1.[H-].[Na+].Br[CH2:15][C:16]1[C:21]([CH2:22]Br)=[C:20]([F:24])[CH:19]=[CH:18][C:17]=1[F:25]. The catalyst is CN(C)C=O. The product is [F:24][C:20]1[CH:19]=[CH:18][C:17]([F:25])=[C:16]2[C:21]=1[CH2:22][N:10]([S:7]([C:4]1[CH:3]=[CH:2][C:1]([CH3:11])=[CH:6][CH:5]=1)(=[O:8])=[O:9])[CH2:15]2. The yield is 0.560. (7) The reactants are Cl[C:2]1[C:11]2[C:6](=[CH:7][C:8]([O:14][CH2:15][CH2:16][CH2:17][Cl:18])=[C:9]([O:12][CH3:13])[CH:10]=2)[N:5]=[CH:4][N:3]=1.[NH2:19][C:20]1[CH:25]=[CH:24][N:23]=[C:22]2[O:26][CH2:27][O:28][C:21]=12. No catalyst specified. The product is [Cl:18][CH2:17][CH2:16][CH2:15][O:14][C:8]1[CH:7]=[C:6]2[C:11]([C:2]([NH:19][C:20]3[CH:25]=[CH:24][N:23]=[C:22]4[O:26][CH2:27][O:28][C:21]=34)=[N:3][CH:4]=[N:5]2)=[CH:10][C:9]=1[O:12][CH3:13]. The yield is 0.680.